Dataset: HIV replication inhibition screening data with 41,000+ compounds from the AIDS Antiviral Screen. Task: Binary Classification. Given a drug SMILES string, predict its activity (active/inactive) in a high-throughput screening assay against a specified biological target. The compound is O=C(Nc1ccc(C=Cc2ccc(NC(=O)c3cc(S(=O)(=O)O)ccc3O)cc2S(=O)(=O)O)c(S(=O)(=O)O)c1)c1cc(S(=O)(=O)O)ccc1O.[NaH]. The result is 1 (active).